Dataset: Catalyst prediction with 721,799 reactions and 888 catalyst types from USPTO. Task: Predict which catalyst facilitates the given reaction. The catalyst class is: 18. Product: [Br:1][C:2]1[CH:7]=[CH:6][C:5]([N+:8]([O-:10])=[O:9])=[CH:4][C:3]=1[O:11][CH2:19][CH2:20][F:21]. Reactant: [Br:1][C:2]1[CH:7]=[CH:6][C:5]([N+:8]([O-:10])=[O:9])=[CH:4][C:3]=1[OH:11].C(=O)([O-])[O-].[K+].[K+].Br[CH2:19][CH2:20][F:21].